From a dataset of Catalyst prediction with 721,799 reactions and 888 catalyst types from USPTO. Predict which catalyst facilitates the given reaction. Reactant: [S:1]([O-:6])(O[O-])(=O)=[O:2].[K+].[K+].[C:9]([O:13][C:14](=[O:45])[NH:15][C:16]1[CH:21]=[CH:20][C:19]([CH2:22][CH2:23][C:24]2[N:25]=[C:26]([NH:41][C:42](=[O:44])[CH3:43])[S:27][C:28]=2[C:29]([NH:31][CH2:32][C:33]2[CH:38]=[CH:37][C:36](SC)=[CH:35][CH:34]=2)=[O:30])=[CH:18][CH:17]=1)([CH3:12])([CH3:11])[CH3:10].[CH2:46]1COCC1. Product: [C:42]([NH:41][C:26]1[S:27][C:28]([C:29]([NH:31][CH2:32][C:33]2[CH:34]=[CH:35][C:36]([S:1]([CH3:46])(=[O:6])=[O:2])=[CH:37][CH:38]=2)=[O:30])=[C:24]([CH2:23][CH2:22][C:19]2[CH:18]=[CH:17][C:16]([NH:15][C:14](=[O:45])[O:13][C:9]([CH3:12])([CH3:11])[CH3:10])=[CH:21][CH:20]=2)[N:25]=1)(=[O:44])[CH3:43]. The catalyst class is: 6.